From a dataset of Full USPTO retrosynthesis dataset with 1.9M reactions from patents (1976-2016). Predict the reactants needed to synthesize the given product. (1) Given the product [NH:56]([C:73]([O:75][C:76]([CH3:79])([CH3:78])[CH3:77])=[O:74])[C@H:57]([C:62]([NH:64][C@H:65]([C:70]([NH:8][C@H:9]([C:25]([NH:27][C@H:28]([C:33]([NH:35][C@H:36]([C:41]([O:43][CH3:44])=[O:42])[CH2:37][CH:38]([CH3:39])[CH3:40])=[O:34])[CH2:29][CH:30]([CH3:31])[CH3:32])=[O:26])[CH2:10][CH2:11][CH2:12][CH2:13][NH:14][C:15]([O:17][CH2:18][C:19]1[CH:20]=[CH:21][CH:22]=[CH:23][CH:24]=1)=[O:16])=[O:71])[CH2:66][CH:67]([CH3:68])[CH3:69])=[O:63])[CH2:58][CH:59]([CH3:61])[CH3:60], predict the reactants needed to synthesize it. The reactants are: CN1CCOCC1.[NH2:8][C@H:9]([C:25]([NH:27][C@H:28]([C:33]([NH:35][C@H:36]([C:41]([O:43][CH3:44])=[O:42])[CH2:37][CH:38]([CH3:40])[CH3:39])=[O:34])[CH2:29][CH:30]([CH3:32])[CH3:31])=[O:26])[CH2:10][CH2:11][CH2:12][CH2:13][NH:14][C:15]([O:17][CH2:18][C:19]1[CH:24]=[CH:23][CH:22]=[CH:21][CH:20]=1)=[O:16].Cl.C1C=CC2N(O)N=NC=2C=1.[NH:56]([C:73]([O:75][C:76]([CH3:79])([CH3:78])[CH3:77])=[O:74])[C@H:57]([C:62]([NH:64][C@H:65]([C:70](O)=[O:71])[CH2:66][CH:67]([CH3:69])[CH3:68])=[O:63])[CH2:58][CH:59]([CH3:61])[CH3:60].CC(C)N=C=NC(C)C. (2) Given the product [Cl:1][C:2]1[CH:7]=[CH:6][C:5]([NH:22][C:21]2[CH:4]=[CH:3][C:2]([Cl:13])=[CH:7][CH:20]=2)=[CH:4][CH:3]=1, predict the reactants needed to synthesize it. The reactants are: [Cl:1][C:2]1[CH:7]=[CH:6][C:5](B(O)O)=[CH:4][CH:3]=1.NO.[ClH:13].C([O-])([O-])=O.[K+].[K+].[CH3:20][C:21]#[N:22]. (3) Given the product [N:16]1[CH:17]=[CH:18][CH:19]=[C:14]([N:11]2[CH2:10][CH2:9][NH:8][CH2:13][CH2:12]2)[CH:15]=1, predict the reactants needed to synthesize it. The reactants are: C([N:8]1[CH2:13][CH2:12][N:11]([C:14]2[CH:15]=[N:16][CH:17]=[CH:18][CH:19]=2)[CH2:10][CH2:9]1)C1C=CC=CC=1. (4) Given the product [CH:44]1[C:43]2[CH:42]([CH2:41][O:40][C:38](=[O:39])[NH:37][CH2:36][CH2:35][CH2:34][CH2:33][C@H:29]([NH:28][C:26]([O:25][C:21]([CH3:23])([CH3:22])[CH3:24])=[O:27])[C:30]([N:17]3[CH2:18][CH2:19][CH2:20][C@H:16]3[C:14]3[CH:13]=[N:12][CH:11]=[C:10]([C:8](=[O:9])[C:5]4[CH:4]=[CH:3][C:2]([F:1])=[CH:7][CH:6]=4)[CH:15]=3)=[O:31])[C:54]3[C:49](=[CH:50][CH:51]=[CH:52][CH:53]=3)[C:48]=2[CH:47]=[CH:46][CH:45]=1, predict the reactants needed to synthesize it. The reactants are: [F:1][C:2]1[CH:7]=[CH:6][C:5]([C:8]([C:10]2[CH:11]=[N:12][CH:13]=[C:14]([C@@H:16]3[CH2:20][CH2:19][CH2:18][NH:17]3)[CH:15]=2)=[O:9])=[CH:4][CH:3]=1.[C:21]([O:25][C:26]([NH:28][C@@H:29]([CH2:33][CH2:34][CH2:35][CH2:36][NH:37][C:38]([O:40][CH2:41][CH:42]1[C:54]2[CH:53]=[CH:52][CH:51]=[CH:50][C:49]=2[C:48]2[C:43]1=[CH:44][CH:45]=[CH:46][CH:47]=2)=[O:39])[C:30](O)=[O:31])=[O:27])([CH3:24])([CH3:23])[CH3:22].C(N(C(C)C)C(C)C)C.N1(O)C2C=CC=CC=2N=N1. (5) Given the product [F:1][C:2]1[CH:10]=[C:9]2[C:5]([C:6]([C:24]3[CH:25]=[C:26]4[O:32][C:31](=[O:33])[NH:30][C:27]4=[N:28][CH:29]=3)=[CH:7][N:8]2[C:11]([O:13][C:5]([CH3:9])([CH3:6])[CH3:4])=[O:12])=[CH:4][CH:3]=1, predict the reactants needed to synthesize it. The reactants are: [F:1][C:2]1[CH:10]=[C:9]2[C:5]([C:6](B3OC(C)(C)C(C)(C)O3)=[CH:7][N:8]2[C:11]([O-:13])=[O:12])=[CH:4][CH:3]=1.Br[C:24]1[CH:25]=[C:26]2[O:32][C:31](=[O:33])[NH:30][C:27]2=[N:28][CH:29]=1.C([O-])([O-])=O.[K+].[K+].